From a dataset of Full USPTO retrosynthesis dataset with 1.9M reactions from patents (1976-2016). Predict the reactants needed to synthesize the given product. (1) Given the product [CH3:28][O:27][C:25]1[CH:24]=[C:21]([CH:20]=[C:19]([O:18][CH3:17])[CH:26]=1)[CH:22]=[C:9]1[C:11]2[CH:12]=[CH:13][CH:14]=[CH:15][C:16]=2[CH2:1][CH2:2][C:3]2[CH:4]=[CH:5][CH:6]=[CH:7][C:8]1=2, predict the reactants needed to synthesize it. The reactants are: [CH2:1]1[C:16]2[C:11](=[CH:12][CH:13]=[CH:14][CH:15]=2)[C:9](=O)[C:8]2[C:3](=[CH:4][CH:5]=[CH:6][CH:7]=2)[CH2:2]1.[CH3:17][O:18][C:19]1[CH:20]=[C:21]([CH:24]=[C:25]([O:27][CH3:28])[CH:26]=1)[CH:22]=O. (2) Given the product [CH3:22][C:19]1([CH3:21])[O:18][C:17](=[O:23])[NH:16][CH:9]1[C:10]1[CH:11]=[N:12][CH:13]=[CH:14][CH:15]=1, predict the reactants needed to synthesize it. The reactants are: CC(C)([O-])C.[K+].OC(C)(C)[CH:9]([NH:16][C:17](=[O:23])[O:18][C:19]([CH3:22])([CH3:21])C)[C:10]1[CH:11]=[N:12][CH:13]=[CH:14][CH:15]=1. (3) Given the product [O:61]=[S:55]1(=[O:62])[CH2:56][C@@H:57]2[CH2:60][C@H:54]1[CH2:59][N:58]2[C:36](=[O:37])[CH2:35][NH:34][C@:18]12[CH2:30][CH2:29][C@@H:28]([C:31]([CH3:33])=[CH2:32])[C@@H:19]1[C@@H:20]1[C@@:15]([CH3:46])([CH2:16][CH2:17]2)[C@@:14]2([CH3:47])[C@@H:23]([C@:24]3([CH3:27])[C@@H:11]([CH2:12][CH2:13]2)[C:10]([CH3:49])([CH3:48])[C:9]([C:6]2[CH2:7][CH2:8][C@@:3]([CH2:2][F:1])([C:50]([OH:52])=[O:51])[CH2:4][CH:5]=2)=[CH:26][CH2:25]3)[CH2:22][CH2:21]1, predict the reactants needed to synthesize it. The reactants are: [F:1][CH2:2][C@@:3]1([C:50]([OH:52])=[O:51])[CH2:8][CH2:7][C:6]([C:9]2[C:10]([CH3:49])([CH3:48])[C@H:11]3[C@:24]([CH3:27])([CH2:25][CH:26]=2)[C@@H:23]2[C@:14]([CH3:47])([C@@:15]4([CH3:46])[C@H:20]([CH2:21][CH2:22]2)[C@H:19]2[C@H:28]([C:31]([CH3:33])=[CH2:32])[CH2:29][CH2:30][C@:18]2([NH:34][CH2:35][C:36](N2CCC(O)(C)CC2)=[O:37])[CH2:17][CH2:16]4)[CH2:13][CH2:12]3)=[CH:5][CH2:4]1.Br.[C@H:54]12[CH2:60][C@H:57]([NH:58][CH2:59]1)[CH2:56][S:55]2(=[O:62])=[O:61].C(O)(C(F)(F)F)=O. (4) Given the product [Br:1][C:2]1[C:9]([F:10])=[CH:8][C:5]([C:6]#[N:7])=[C:4]([O:16][C@@H:15]([C:17]2[CH:22]=[CH:21][CH:20]=[CH:19][CH:18]=2)[CH2:14][CH2:13][Cl:12])[CH:3]=1, predict the reactants needed to synthesize it. The reactants are: [Br:1][C:2]1[C:9]([F:10])=[CH:8][C:5]([C:6]#[N:7])=[C:4](F)[CH:3]=1.[Cl:12][CH2:13][CH2:14][C@H:15]([C:17]1[CH:22]=[CH:21][CH:20]=[CH:19][CH:18]=1)[OH:16].